From a dataset of NCI-60 drug combinations with 297,098 pairs across 59 cell lines. Regression. Given two drug SMILES strings and cell line genomic features, predict the synergy score measuring deviation from expected non-interaction effect. Drug 1: C1CCC(C1)C(CC#N)N2C=C(C=N2)C3=C4C=CNC4=NC=N3. Drug 2: C1CC(=O)NC(=O)C1N2C(=O)C3=CC=CC=C3C2=O. Cell line: OVCAR-8. Synergy scores: CSS=1.46, Synergy_ZIP=2.89, Synergy_Bliss=5.93, Synergy_Loewe=3.99, Synergy_HSA=3.95.